This data is from Full USPTO retrosynthesis dataset with 1.9M reactions from patents (1976-2016). The task is: Predict the reactants needed to synthesize the given product. (1) Given the product [C:29]([O:1][C:2]1[CH:3]=[C:4]([CH:8]=[C:9]([O:12][C:17](=[O:19])[CH3:18])[C:10]=1[O:11][C:24](=[O:27])[CH3:25])[C:5]([OH:7])=[O:6])(=[O:31])[CH3:30], predict the reactants needed to synthesize it. The reactants are: [OH:1][C:2]1[CH:3]=[C:4]([CH:8]=[C:9]([OH:12])[C:10]=1[OH:11])[C:5]([OH:7])=[O:6].C(O[C:17](=[O:19])[CH3:18])(=O)C.N1[CH:25]=[CH:24]C=CC=1.C(O)=[O:27].[C:29](OCC)(=[O:31])[CH3:30]. (2) Given the product [CH3:20][O:21][CH2:22][CH2:23][C:24]1[NH:29][N:28]=[CH:8][C:7]=1[C:1]1[CH:2]=[CH:3][CH:4]=[CH:5][CH:6]=1, predict the reactants needed to synthesize it. The reactants are: [C:1]1([CH2:7][CH:8]=O)[CH:6]=[CH:5][CH:4]=[CH:3][CH:2]=1.[Li+].C[Si]([N-][Si](C)(C)C)(C)C.[CH3:20][O:21][CH2:22][CH2:23][C:24](Cl)=O.O.[NH2:28][NH2:29]. (3) Given the product [C:1]([C:5]1[CH:6]=[C:7]([NH:14][C:15](=[O:23])[NH:24][C:25]2[C:34]3[C:29](=[CH:30][CH:31]=[CH:32][CH:33]=3)[C:28]([O:35][C:36]3[CH:41]=[CH:40][N:39]=[C:38]([NH:42][C:43]4[CH:44]=[C:45]([CH:59]=[C:60]([C:62]#[CH:63])[CH:61]=4)[C:46]([NH:48][CH2:49][CH2:50][O:51][CH2:52][CH2:53][O:54][CH2:55][CH2:56][O:57][CH3:58])=[O:47])[CH:37]=3)=[CH:27][CH:26]=2)[CH:8]=[C:9]([C:11](=[O:13])[NH2:12])[CH:10]=1)([CH3:2])([CH3:3])[CH3:4], predict the reactants needed to synthesize it. The reactants are: [C:1]([C:5]1[CH:6]=[C:7]([NH:14][C:15](=[O:23])OC2C=CC=CC=2)[CH:8]=[C:9]([C:11](=[O:13])[NH2:12])[CH:10]=1)([CH3:4])([CH3:3])[CH3:2].[NH2:24][C:25]1[C:34]2[C:29](=[CH:30][CH:31]=[CH:32][CH:33]=2)[C:28]([O:35][C:36]2[CH:41]=[CH:40][N:39]=[C:38]([NH:42][C:43]3[CH:44]=[C:45]([CH:59]=[C:60]([C:62]#[CH:63])[CH:61]=3)[C:46]([NH:48][CH2:49][CH2:50][O:51][CH2:52][CH2:53][O:54][CH2:55][CH2:56][O:57][CH3:58])=[O:47])[CH:37]=2)=[CH:27][CH:26]=1.CCN(CC)CC. (4) Given the product [Cl:17][CH2:2][C:3]1[CH:4]=[C:5]2[C:10](=[CH:11][CH:12]=1)[N:9]=[CH:8][C:7]([C:13]#[N:14])=[CH:6]2, predict the reactants needed to synthesize it. The reactants are: O[CH2:2][C:3]1[CH:4]=[C:5]2[C:10](=[CH:11][CH:12]=1)[N:9]=[CH:8][C:7]([C:13]#[N:14])=[CH:6]2.O=S(Cl)[Cl:17]. (5) Given the product [NH2:1][C:2]1[C:3]([CH2:10][C:11]([O:13][CH2:14][CH3:15])=[O:12])=[N:4][C:5]([C:20]2[CH:21]=[CH:22][C:17]([Br:16])=[CH:18][CH:19]=2)=[C:6]([Cl:8])[CH:7]=1, predict the reactants needed to synthesize it. The reactants are: [NH2:1][C:2]1[C:3]([CH2:10][C:11]([O:13][CH2:14][CH3:15])=[O:12])=[N:4][C:5](Br)=[C:6]([Cl:8])[CH:7]=1.[Br:16][C:17]1[CH:22]=[CH:21][C:20](B(O)O)=[CH:19][CH:18]=1.C(=O)([O-])[O-].[Na+].[Na+]. (6) The reactants are: [NH:1]1[C:5]2[CH:6]=[CH:7][C:8]([C:10]([OH:12])=O)=[CH:9][C:4]=2[N:3]=[CH:2]1.[C:13]1([C:18]2[CH:19]=[CH:20][C:21]3[CH2:22][C@H:23]4[C@@H:28]([C:29]=3[CH:30]=2)[CH2:27][CH2:26][CH2:25][NH:24]4)[CH2:17][CH2:16][CH2:15][CH:14]=1. Given the product [N:1]1[C:5]2[CH:6]=[CH:7][C:8]([C:10]([N:24]3[CH2:25][CH2:26][CH2:27][C@@H:28]4[C:29]5[CH:30]=[C:18]([C:13]6[CH2:17][CH2:16][CH2:15][CH:14]=6)[CH:19]=[CH:20][C:21]=5[CH2:22][C@H:23]34)=[O:12])=[CH:9][C:4]=2[NH:3][CH:2]=1, predict the reactants needed to synthesize it. (7) The reactants are: ClC(OCC)=O.[C:7]([O:11][C:12]([NH:14][C:15]1([C:21](O)=[O:22])[CH2:20][CH2:19][O:18][CH2:17][CH2:16]1)=[O:13])([CH3:10])([CH3:9])[CH3:8].C(N(CC)CC)C.[BH4-].[Na+]. Given the product [C:7]([O:11][C:12](=[O:13])[NH:14][C:15]1([CH2:21][OH:22])[CH2:16][CH2:17][O:18][CH2:19][CH2:20]1)([CH3:10])([CH3:8])[CH3:9], predict the reactants needed to synthesize it.